Regression. Given a peptide amino acid sequence and an MHC pseudo amino acid sequence, predict their binding affinity value. This is MHC class I binding data. From a dataset of Peptide-MHC class I binding affinity with 185,985 pairs from IEDB/IMGT. (1) The peptide sequence is YLQAKSQVL. The MHC is HLA-B27:05 with pseudo-sequence HLA-B27:05. The binding affinity (normalized) is 0.0847. (2) The peptide sequence is HSKKKCDEL. The MHC is HLA-A68:02 with pseudo-sequence HLA-A68:02. The binding affinity (normalized) is 0. (3) The peptide sequence is NTAIFDMLY. The MHC is HLA-B27:05 with pseudo-sequence HLA-B27:05. The binding affinity (normalized) is 0.0847. (4) The peptide sequence is GVSRYVARL. The MHC is HLA-A02:01 with pseudo-sequence HLA-A02:01. The binding affinity (normalized) is 0.317. (5) The binding affinity (normalized) is 0.0000501. The peptide sequence is VSSLVKNVNK. The MHC is HLA-A33:01 with pseudo-sequence HLA-A33:01. (6) The peptide sequence is SQQPVQMLY. The MHC is HLA-A11:01 with pseudo-sequence HLA-A11:01. The binding affinity (normalized) is 0.778.